From a dataset of Catalyst prediction with 721,799 reactions and 888 catalyst types from USPTO. Predict which catalyst facilitates the given reaction. (1) Reactant: [ClH:1].Cl.[CH2:3]([O:7][C:8]1[CH:13]=[CH:12][C:11]([NH2:14])=[CH:10][C:9]=1[NH2:15])[CH2:4]CC.[CH2:16]([N:18]([C:22]1[CH:27]=[CH:26][C:25]([N:28]=O)=[CH:24][CH:23]=1)[CH2:19][CH2:20][OH:21])[CH3:17]. Product: [ClH:1].[NH2:14][C:11]1[C:12](=[N:28][C:25]2[CH:24]=[CH:23][C:22]([N:18]([CH2:16][CH3:17])[CH2:19][CH2:20][OH:21])=[CH:27][CH:26]=2)[CH:13]=[C:8]([O:7][CH2:3][CH3:4])[C:9](=[NH:15])[CH:10]=1. The catalyst class is: 611. (2) Reactant: Cl.CN.[C:4]([BH3-])#[N:5].[Na+].[Br:8][C:9]1[CH:10]=[C:11]([CH:15]=O)[CH:12]=[N:13][CH:14]=1.[OH-].[Na+]. Product: [Br:8][C:9]1[CH:10]=[C:11]([CH2:15][NH:5][CH3:4])[CH:12]=[N:13][CH:14]=1. The catalyst class is: 5. (3) Reactant: C([O:3][C:4](=O)[CH:5]([C:11]1[CH:16]=[CH:15][CH:14]=[C:13]([CH:17]2[O:21][CH2:20][CH2:19][O:18]2)[CH:12]=1)[C:6](OCC)=[O:7])C.[Cl-].[Ca+2].[Cl-].C(O)C.[BH4-].[Na+]. Product: [O:18]1[CH2:19][CH2:20][O:21][CH:17]1[C:13]1[CH:12]=[C:11]([CH:5]([CH2:6][OH:7])[CH2:4][OH:3])[CH:16]=[CH:15][CH:14]=1. The catalyst class is: 6. (4) Reactant: [Br:1][C:2]1[S:3][C:4]2[C:10]([O:11]S(C(F)(F)F)(=O)=O)=[C:9]([C@H:19]([O:25][C:26]([CH3:29])([CH3:28])[CH3:27])[C:20]([O:22][CH2:23][CH3:24])=[O:21])[C:8]([CH3:30])=[CH:7][C:5]=2[N:6]=1.CCCC[N+](CCCC)(CCCC)CCCC.[F-]. Product: [Br:1][C:2]1[S:3][C:4]2[C:10]([OH:11])=[C:9]([C@H:19]([O:25][C:26]([CH3:29])([CH3:28])[CH3:27])[C:20]([O:22][CH2:23][CH3:24])=[O:21])[C:8]([CH3:30])=[CH:7][C:5]=2[N:6]=1. The catalyst class is: 1. (5) Reactant: [C:1]([O:5][C:6]([NH:8][C:9]1([C:12]([OH:14])=O)[CH2:11][CH2:10]1)=[O:7])([CH3:4])([CH3:3])[CH3:2].CN(C(ON1N=[N:30][C:25]2[CH:26]=[CH:27]C=[N:29][C:24]1=2)=[N+](C)C)C.F[P-](F)(F)(F)(F)F.Cl.NC1(C#N)CC1.C(N(CC)CC)C. Product: [C:1]([O:5][C:6](=[O:7])[NH:8][C:9]1([C:12](=[O:14])[NH:30][C:25]2([C:24]#[N:29])[CH2:27][CH2:26]2)[CH2:10][CH2:11]1)([CH3:2])([CH3:3])[CH3:4]. The catalyst class is: 1.